Dataset: Forward reaction prediction with 1.9M reactions from USPTO patents (1976-2016). Task: Predict the product of the given reaction. (1) Given the reactants [C:1]1([N:7]([CH2:30][CH2:31][C:32]2[NH:36][N:35]=[N:34][N:33]=2)[C:8]([C:10]2[CH:29]=[CH:28][C:13]3[N:14]([CH3:27])[C:15]([CH2:17][NH:18][C:19]4[CH:24]=[CH:23][C:22]([C:25]#[N:26])=[CH:21][CH:20]=4)=[N:16][C:12]=3[CH:11]=2)=[O:9])[CH:6]=[CH:5][CH:4]=[CH:3][CH:2]=1.[ClH:37].C(=O)([O-])[O-].[NH4+:42].[NH4+], predict the reaction product. The product is: [ClH:37].[C:1]1([N:7]([CH2:30][CH2:31][C:32]2[NH:36][N:35]=[N:34][N:33]=2)[C:8]([C:10]2[CH:29]=[CH:28][C:13]3[N:14]([CH3:27])[C:15]([CH2:17][NH:18][C:19]4[CH:20]=[CH:21][C:22]([C:25](=[NH:42])[NH2:26])=[CH:23][CH:24]=4)=[N:16][C:12]=3[CH:11]=2)=[O:9])[CH:6]=[CH:5][CH:4]=[CH:3][CH:2]=1. (2) Given the reactants NC1(C2C=CC(C3C(=O)C4C(=CC=C(F)C=4)OC=3C3C=CC=CC=3)=CC=2)CCC1.C(OC(=O)[NH:36][C:37]1([C:41]2[CH:46]=[CH:45][C:44]([C:47]3[C:48](=[O:67])[C:49]4[C:54]([O:55][C:56]=3[C:57]3[CH:62]=[CH:61][CH:60]=[CH:59][CH:58]=3)=[C:53]3[N:63]([CH3:66])[N:64]=[CH:65][C:52]3=[CH:51][CH:50]=4)=[CH:43][CH:42]=2)[CH2:40][CH2:39][CH2:38]1)(C)(C)C, predict the reaction product. The product is: [NH2:36][C:37]1([C:41]2[CH:42]=[CH:43][C:44]([C:47]3[C:48](=[O:67])[C:49]4[C:54]([O:55][C:56]=3[C:57]3[CH:62]=[CH:61][CH:60]=[CH:59][CH:58]=3)=[C:53]3[N:63]([CH3:66])[N:64]=[CH:65][C:52]3=[CH:51][CH:50]=4)=[CH:45][CH:46]=2)[CH2:40][CH2:39][CH2:38]1. (3) Given the reactants [Br:1][C:2]1[CH:3]=[C:4]2[C:8](=[CH:9][CH:10]=1)NC=[C:5]2C=O.P([O-])([O-])(O)=O.[NH4+:18].[NH4+].[N+:20]([CH2:23][CH2:24][CH3:25])([O-])=O, predict the reaction product. The product is: [Br:1][C:2]1[CH:10]=[C:9]2[C:8](=[C:4]([CH3:5])[CH:3]=1)[NH:20][CH:23]=[C:24]2[C:25]#[N:18]. (4) Given the reactants [Br:1][C:2]1[CH:3]=[CH:4][C:5]([O:12][CH2:13][C:14]2[CH:19]=[CH:18][C:17]([Cl:20])=[CH:16][CH:15]=2)=[C:6]([C:8](=[O:11])[CH:9]=[CH2:10])[CH:7]=1.[OH:21][C@@H:22]1[CH2:26][CH2:25][NH:24][CH2:23]1.[BH4-].[Na+], predict the reaction product. The product is: [Br:1][C:2]1[CH:3]=[CH:4][C:5]([O:12][CH2:13][C:14]2[CH:15]=[CH:16][C:17]([Cl:20])=[CH:18][CH:19]=2)=[C:6]([CH:8]([OH:11])[CH2:9][CH2:10][N:24]2[CH2:25][CH2:26][C@@H:22]([OH:21])[CH2:23]2)[CH:7]=1. (5) Given the reactants C[O:2][C:3](=[O:17])[C:4]([NH2:16])([C:8]([C:10]1[CH:11]=[N:12][CH:13]=[CH:14][CH:15]=1)=[O:9])[CH:5]([CH3:7])[CH3:6].C1COCC1.[Li+].[OH-], predict the reaction product. The product is: [CH3:6][CH:5]([CH3:7])[C:4]([NH2:16])([C:8]([C:10]1[CH:11]=[N:12][CH:13]=[CH:14][CH:15]=1)=[O:9])[C:3]([OH:17])=[O:2]. (6) Given the reactants [Cl:1][C:2]1[CH:7]=[CH:6][C:5]([S:8]([C:11]23[C:24]4[C:19](=[C:20]([F:26])[CH:21]=[CH:22][C:23]=4[F:25])[O:18][CH2:17][CH:16]2[NH:15][CH2:14][CH2:13][CH2:12]3)(=[O:10])=[O:9])=[CH:4][CH:3]=1.C(N(CC)CC)C.[Cl:34]CCl, predict the reaction product. The product is: [Cl:34][C:22]1[C:23]([F:25])=[C:24]2[C:19](=[C:20]([F:26])[CH:21]=1)[O:18][CH2:17][CH:16]1[C:11]2([S:8]([C:5]2[CH:6]=[CH:7][C:2]([Cl:1])=[CH:3][CH:4]=2)(=[O:9])=[O:10])[CH2:12][CH2:13][CH2:14][NH:15]1. (7) Given the reactants [CH2:1]([O:8][C:9]([N:11]1[CH2:16][CH2:15][C@@H:14]([OH:17])[C@H:13]([F:18])[CH2:12]1)=[O:10])[C:2]1[CH:7]=[CH:6][CH:5]=[CH:4][CH:3]=1.CC(C)([O-])C.[K+].[CH2:25]([C:29]1[N:30]=[N:31][C:32](Cl)=[CH:33][C:34]=1[C:35]1[CH:40]=[CH:39][C:38]([O:41][CH:42]2[CH2:47][CH2:46][CH2:45][CH2:44][CH2:43]2)=[CH:37][CH:36]=1)[CH2:26][CH2:27][CH3:28], predict the reaction product. The product is: [CH2:1]([O:8][C:9]([N:11]1[CH2:16][CH2:15][C@@H:14]([O:17][C:32]2[N:31]=[N:30][C:29]([CH2:25][CH2:26][CH2:27][CH3:28])=[C:34]([C:35]3[CH:36]=[CH:37][C:38]([O:41][CH:42]4[CH2:47][CH2:46][CH2:45][CH2:44][CH2:43]4)=[CH:39][CH:40]=3)[CH:33]=2)[C@H:13]([F:18])[CH2:12]1)=[O:10])[C:2]1[CH:3]=[CH:4][CH:5]=[CH:6][CH:7]=1. (8) Given the reactants [CH3:1][O:2][C:3]1[CH:8]=[CH:7][C:6]([N:9]2[CH2:14][CH2:13][N:12]([C:15]3[C:16]([CH3:31])=[C:17]([CH3:30])[C:18]4[O:22][C:21]([CH2:24][C:25](O)=[O:26])([CH3:23])[CH2:20][C:19]=4[C:28]=3[CH3:29])[CH2:11][CH2:10]2)=[CH:5][CH:4]=1.[CH2:32]([NH2:35])[CH2:33][CH3:34].Cl.C(N=C=NCCCN(C)C)C.O.ON1C2C=CC=CC=2N=N1.C(N(CC)CC)C, predict the reaction product. The product is: [CH3:1][O:2][C:3]1[CH:8]=[CH:7][C:6]([N:9]2[CH2:14][CH2:13][N:12]([C:15]3[C:16]([CH3:31])=[C:17]([CH3:30])[C:18]4[O:22][C:21]([CH2:24][C:25]([NH:35][CH2:32][CH2:33][CH3:34])=[O:26])([CH3:23])[CH2:20][C:19]=4[C:28]=3[CH3:29])[CH2:11][CH2:10]2)=[CH:5][CH:4]=1. (9) Given the reactants [CH3:1][O:2][CH2:3][CH:4]([C:6]1[CH:11]=[CH:10][C:9]([O:12][C:13]([F:16])([F:15])[F:14])=[CH:8][CH:7]=1)[OH:5].CC(OI1(OC(C)=O)(OC(C)=O)OC(=O)C2C1=CC=CC=2)=O, predict the reaction product. The product is: [CH3:1][O:2][CH2:3][C:4]([C:6]1[CH:7]=[CH:8][C:9]([O:12][C:13]([F:14])([F:15])[F:16])=[CH:10][CH:11]=1)=[O:5]. (10) Given the reactants [OH:1][CH2:2][CH2:3][CH2:4][CH2:5][CH2:6][CH2:7][O:8][C:9]1[CH:14]=[CH:13][C:12]([C:15]2[CH:20]=[CH:19][C:18]([C:21]#N)=[CH:17][CH:16]=2)=[CH:11][CH:10]=1.[OH-:23].[K+].[OH2:25], predict the reaction product. The product is: [OH:1][CH2:2][CH2:3][CH2:4][CH2:5][CH2:6][CH2:7][O:8][C:9]1[CH:14]=[CH:13][C:12]([C:15]2[CH:20]=[CH:19][C:18]([C:21]([OH:25])=[O:23])=[CH:17][CH:16]=2)=[CH:11][CH:10]=1.